From a dataset of Full USPTO retrosynthesis dataset with 1.9M reactions from patents (1976-2016). Predict the reactants needed to synthesize the given product. (1) Given the product [F:1][C:2]1[CH:7]=[CH:6][C:5]([CH:16]2[CH2:15][CH2:14][N:13]([C:17]([O:19][C:20]3[CH:25]=[CH:24][CH:23]=[CH:22][CH:21]=3)=[O:18])[CH2:12][CH:11]2[CH:10]=[O:9])=[CH:4][CH:3]=1, predict the reactants needed to synthesize it. The reactants are: [F:1][C:2]1[CH:7]=[CH:6][C:5](I)=[CH:4][CH:3]=1.[OH:9][CH2:10][C:11]1[CH2:12][N:13]([C:17]([O:19][C:20]2[CH:25]=[CH:24][CH:23]=[CH:22][CH:21]=2)=[O:18])[CH2:14][CH2:15][CH:16]=1.C1(P(C2C=CC=CC=2)C2C=CC=CC=2)C=CC=CC=1. (2) The reactants are: [F:1][C:2]([F:27])([F:26])[C:3]1[CH:8]=[CH:7][C:6]([N:9]2[CH2:14][CH2:13][CH:12]([O:15][C:16]3[N:17]=[CH:18][C:19]([C:22]([O:24]C)=[O:23])=[N:20][CH:21]=3)[CH2:11][CH2:10]2)=[CH:5][CH:4]=1.[OH-].[Na+].[ClH:30]. Given the product [ClH:30].[F:27][C:2]([F:1])([F:26])[C:3]1[CH:4]=[CH:5][C:6]([N:9]2[CH2:14][CH2:13][CH:12]([O:15][C:16]3[N:17]=[CH:18][C:19]([C:22]([OH:24])=[O:23])=[N:20][CH:21]=3)[CH2:11][CH2:10]2)=[CH:7][CH:8]=1, predict the reactants needed to synthesize it.